This data is from Full USPTO retrosynthesis dataset with 1.9M reactions from patents (1976-2016). The task is: Predict the reactants needed to synthesize the given product. (1) Given the product [Cl:1][C:2]1[CH:3]=[C:4]([Cl:14])[N:5]=[C:6]([CH3:13])[C:7]=1[CH2:8][OH:9], predict the reactants needed to synthesize it. The reactants are: [Cl:1][C:2]1[C:7]([C:8](OCC)=[O:9])=[C:6]([CH3:13])[N:5]=[C:4]([Cl:14])[CH:3]=1.[H-].C([Al+]CC(C)C)C(C)C.C(C(C(C([O-])=O)O)O)([O-])=O.[K+].[Na+]. (2) Given the product [CH3:17][C:18]1[N:1]([C:2]2[CH:3]=[N:4][CH:5]=[CH:6][C:7]=2[C:8]([OH:10])=[O:9])[N:13]=[N:12][N:11]=1, predict the reactants needed to synthesize it. The reactants are: [NH2:1][C:2]1[CH:3]=[N:4][CH:5]=[CH:6][C:7]=1[C:8]([OH:10])=[O:9].[N-:11]=[N+:12]=[N-:13].[Na+].CO.[C:17](OC(=O)C)(=O)[CH3:18]. (3) Given the product [CH2:1]([O:3][C:4](=[O:29])[CH2:5][C:6]1[CH:11]=[CH:10][C:9]([O:12][CH3:13])=[C:8]([O:14][C:15]2[CH:20]=[CH:19][C:18]([NH:21][C:42](=[O:43])[C:41]3[CH:45]=[CH:46][C:38]([Cl:37])=[CH:39][CH:40]=3)=[CH:17][C:16]=2[CH2:22][S:23][CH2:24][C:25]([F:26])([F:27])[F:28])[CH:7]=1)[CH3:2], predict the reactants needed to synthesize it. The reactants are: [CH2:1]([O:3][C:4](=[O:29])[CH2:5][C:6]1[CH:11]=[CH:10][C:9]([O:12][CH3:13])=[C:8]([O:14][C:15]2[CH:20]=[CH:19][C:18]([NH2:21])=[CH:17][C:16]=2[CH2:22][S:23][CH2:24][C:25]([F:28])([F:27])[F:26])[CH:7]=1)[CH3:2].C(N(CC)CC)C.[Cl:37][C:38]1[CH:46]=[CH:45][C:41]([C:42](Cl)=[O:43])=[CH:40][CH:39]=1. (4) Given the product [Br:1][C:2]1[CH:6]=[CH:5][S:4][C:3]=1[C:7]([NH:13][C:12]1[CH:14]=[CH:15][C:16]([O:18][CH3:19])=[CH:17][C:11]=1[CH3:10])=[O:9], predict the reactants needed to synthesize it. The reactants are: [Br:1][C:2]1[CH:6]=[CH:5][S:4][C:3]=1[C:7]([OH:9])=O.[CH3:10][C:11]1[CH:17]=[C:16]([O:18][CH3:19])[CH:15]=[CH:14][C:12]=1[NH2:13]. (5) The reactants are: C(OC[N:10]1[C:18]2[C:17]([NH2:19])=[N:16][C:15]([CH2:20][CH2:21][CH2:22][CH3:23])=[N:14][C:13]=2[C:12]([C:24]#[C:25][CH2:26][CH2:27][CH2:28][CH2:29][N:30]2[CH2:34][CH2:33][CH2:32][CH2:31]2)=[CH:11]1)C1C=CC=CC=1. Given the product [CH2:20]([C:15]1[N:16]=[C:17]([NH2:19])[C:18]2[NH:10][CH:11]=[C:12]([CH2:24][CH2:25][CH2:26][CH2:27][CH2:28][CH2:29][N:30]3[CH2:31][CH2:32][CH2:33][CH2:34]3)[C:13]=2[N:14]=1)[CH2:21][CH2:22][CH3:23], predict the reactants needed to synthesize it.